Dataset: Full USPTO retrosynthesis dataset with 1.9M reactions from patents (1976-2016). Task: Predict the reactants needed to synthesize the given product. (1) Given the product [CH3:31][O:35][C:21]1[CH:22]=[C:17]([C:16]2[C:10]3[N:9]=[CH:8][N:7]([C:1]4[CH:6]=[CH:5][C:4]([O:42][CH3:41])=[CH:3][CH:2]=4)[C:12](=[O:13])[C:11]=3[S:14][CH:15]=2)[CH:18]=[CH:19][CH:20]=1, predict the reactants needed to synthesize it. The reactants are: [C:1]1([N:7]2[C:12](=[O:13])[C:11]3[S:14][CH:15]=[C:16]([C:17]4[CH:22]=[CH:21][CH:20]=[CH:19][CH:18]=4)[C:10]=3[N:9]=[CH:8]2)[CH:6]=[CH:5][CH:4]=[CH:3][CH:2]=1.NC1C(C2C=CC=[C:31]([O:35]C)C=2)=CSC=1C(OC)=O.[CH:41](OCC)(OCC)[O:42]CC.COC1C=CC(N)=CC=1. (2) Given the product [CH2:21]([N:19]1[CH2:20][CH:16]([CH2:15][CH2:14][O:13][C:10]2[CH:11]=[CH:12][C:7]([CH2:6][C:5]([O:31][CH2:32][CH2:33][CH2:34][CH3:35])([CH3:30])[C:4]([OH:36])=[O:3])=[CH:8][CH:9]=2)[N:17]([CH3:29])[C:18]1=[O:28])[C:22]1[CH:27]=[CH:26][CH:25]=[CH:24][CH:23]=1, predict the reactants needed to synthesize it. The reactants are: C([O:3][C:4](=[O:36])[C:5]([O:31][CH2:32][CH2:33][CH2:34][CH3:35])([CH3:30])[CH2:6][C:7]1[CH:12]=[CH:11][C:10]([O:13][CH2:14][CH2:15][CH:16]2[CH2:20][N:19]([CH2:21][C:22]3[CH:27]=[CH:26][CH:25]=[CH:24][CH:23]=3)[C:18](=[O:28])[N:17]2[CH3:29])=[CH:9][CH:8]=1)C.[OH-].[Na+]. (3) Given the product [NH2:1][C:2]1[C:3]2[C:10]([C:11]3[CH:16]=[CH:15][C:14]([O:17][C:24]4[CH:31]=[CH:30][CH:29]=[C:28]([NH:32][CH2:33][CH2:34][C:35]5[CH:36]=[CH:37][N:38]=[CH:39][CH:40]=5)[C:25]=4[C:26]#[N:27])=[CH:13][CH:12]=3)=[CH:9][N:8]([CH:18]3[CH2:22][CH2:21][O:20][CH2:19]3)[C:4]=2[N:5]=[CH:6][N:7]=1, predict the reactants needed to synthesize it. The reactants are: [NH2:1][C:2]1[C:3]2[C:10]([C:11]3[CH:16]=[CH:15][C:14]([OH:17])=[CH:13][CH:12]=3)=[CH:9][N:8]([CH:18]3[CH2:22][CH2:21][O:20][CH2:19]3)[C:4]=2[N:5]=[CH:6][N:7]=1.F[C:24]1[CH:31]=[CH:30][CH:29]=[C:28]([NH:32][CH2:33][CH2:34][C:35]2[CH:40]=[CH:39][N:38]=[CH:37][CH:36]=2)[C:25]=1[C:26]#[N:27].C(=O)([O-])[O-].[K+].[K+].CN(C)C=O. (4) Given the product [CH3:1][C:2]1([CH3:25])[CH2:7][CH:6]([C:8]([N:10]2[CH2:16][C:15]3[CH:17]=[CH:18][C:19]([C:21]([NH:26][OH:27])=[O:22])=[CH:20][C:14]=3[O:13][CH2:12][CH2:11]2)=[O:9])[CH2:5][CH2:4][O:3]1, predict the reactants needed to synthesize it. The reactants are: [CH3:1][C:2]1([CH3:25])[CH2:7][CH:6]([C:8]([N:10]2[CH2:16][C:15]3[CH:17]=[CH:18][C:19]([C:21](OC)=[O:22])=[CH:20][C:14]=3[O:13][CH2:12][CH2:11]2)=[O:9])[CH2:5][CH2:4][O:3]1.[NH2:26][OH:27].[OH-].[Na+].Cl.O. (5) The reactants are: [Si]([O:8][CH2:9][CH2:10][N:11]([C:22]1[CH:27]=[CH:26][C:25]([N:28]2[CH2:32][CH2:31][N:30]([CH2:33][C:34]([O:36][CH2:37][CH3:38])=[O:35])[C:29]2=[O:39])=[C:24]([CH3:40])[CH:23]=1)[C:12]([C:14]1[C:15]([Cl:21])=[N:16][CH:17]=[N:18][C:19]=1[Cl:20])=[O:13])(C(C)(C)C)(C)C.Cl.O. Given the product [Cl:20][C:19]1[C:14]([C:12]([N:11]([C:22]2[CH:27]=[CH:26][C:25]([N:28]3[CH2:32][CH2:31][N:30]([CH2:33][C:34]([O:36][CH2:37][CH3:38])=[O:35])[C:29]3=[O:39])=[C:24]([CH3:40])[CH:23]=2)[CH2:10][CH2:9][OH:8])=[O:13])=[C:15]([Cl:21])[N:16]=[CH:17][N:18]=1, predict the reactants needed to synthesize it.